Dataset: Catalyst prediction with 721,799 reactions and 888 catalyst types from USPTO. Task: Predict which catalyst facilitates the given reaction. Reactant: [CH3:1][O:2][C:3]1[C:4]2[N:17]=[C:16]([NH2:18])[S:15][C:5]=2[C:6]([N:9]2[CH2:14][CH2:13][O:12][CH2:11][CH2:10]2)=[N:7][CH:8]=1.N1C=CC=CC=1.Cl[C:26]([O:28][C:29]1[CH:34]=[CH:33][CH:32]=[CH:31][CH:30]=1)=[O:27]. Product: [C:29]1([O:28][C:26](=[O:27])[NH:18][C:16]2[S:15][C:5]3[C:6]([N:9]4[CH2:10][CH2:11][O:12][CH2:13][CH2:14]4)=[N:7][CH:8]=[C:3]([O:2][CH3:1])[C:4]=3[N:17]=2)[CH:34]=[CH:33][CH:32]=[CH:31][CH:30]=1. The catalyst class is: 489.